This data is from Forward reaction prediction with 1.9M reactions from USPTO patents (1976-2016). The task is: Predict the product of the given reaction. (1) Given the reactants [Cl:1][C:2]1[C:7]([CH:8]([C:10]2[CH:15]=[CH:14][CH:13]=[C:12]([O:16][CH3:17])[CH:11]=2)[OH:9])=[CH:6][CH:5]=[CH:4][N:3]=1, predict the reaction product. The product is: [Cl:1][C:2]1[C:7]([C:8]([C:10]2[CH:15]=[CH:14][CH:13]=[C:12]([O:16][CH3:17])[CH:11]=2)=[O:9])=[CH:6][CH:5]=[CH:4][N:3]=1. (2) Given the reactants [CH3:1][O:2][C:3]1[CH2:9][C@H:8](/[CH:10]=[CH:11]/[C:12]2[CH:13]=[CH:14][C:15]3[O:20][CH2:19][O:18][C:16]=3[CH:17]=2)[O:7][C:5](=[O:6])[CH:4]=1, predict the reaction product. The product is: [CH3:1][O:2][C:3]1[CH2:9][C@H:8]([CH2:10][CH2:11][C:12]2[CH:13]=[CH:14][C:15]3[O:20][CH2:19][O:18][C:16]=3[CH:17]=2)[O:7][C:5](=[O:6])[CH:4]=1. (3) Given the reactants [C:1]1(=[O:11])[O:6][C:4](=[O:5])[C:3]2=[CH:7][CH:8]=[CH:9][CH:10]=[C:2]12.[CH3:12][C@@:13]12[CH2:35][CH2:34][C@:33]3([CH3:36])[C:19](=[CH:20][C:21]([C@H:23]4[C@@:32]3([CH3:37])[CH2:31][CH2:30][C@@H:29]3[C@:24]4([CH3:65])[CH2:25][CH2:26][C@H:27]([O:40][C@H]4O[C@H](C(O)=O)[C@@H](O)[C@H](O)[C@H]4O[C@@H]4O[C@H](C(O)=O)[C@@H](O)[C@H](O)[C@H]4O)[C:28]3([CH3:39])[CH3:38])=[O:22])[C@@H:18]1[CH2:17][C@:16]([C:67]([OH:69])=[O:68])([CH3:66])[CH2:15][CH2:14]2.Cl.CC(OC)(C)C, predict the reaction product. The product is: [C:67]([C:16]1([CH3:66])[CH2:17][CH:18]2[C:13]([CH3:12])([CH2:35][CH2:34][C:33]3([CH3:36])[C:19]2=[CH:20][C:21](=[O:22])[CH:23]2[C:32]3([CH3:37])[CH2:31][CH2:30][CH:29]3[C:24]2([CH3:65])[CH2:25][CH2:26][CH:27]([O:40][C:4](=[O:5])[C:3]2[C:2](=[CH:10][CH:9]=[CH:8][CH:7]=2)[C:1]([OH:6])=[O:11])[C:28]3([CH3:39])[CH3:38])[CH2:14][CH2:15]1)([OH:69])=[O:68]. (4) Given the reactants [Br:1][C:2]1[CH:3]=[C:4]2[C:8](=[CH:9][CH:10]=1)[NH:7][C:6](=[O:11])[C:5]2=[O:12].[C:13]([OH:19])(=O)[CH2:14]C(O)=O.[N:20]1[CH:25]=CC=C[CH:21]=1.BrN1C2C(=CC=CC=2)C(=O)C1=O.C(=O)=O.C(N(CC)CC)C.CN(C)C(Cl)=O.Cl, predict the reaction product. The product is: [Br:1][C:2]1[CH:3]=[C:4]2[C:8](=[CH:9][CH:10]=1)[NH:7][C:6](=[O:11])[C:5]2([CH2:14][C:13]([N:20]([CH3:25])[CH3:21])=[O:19])[OH:12].